This data is from Forward reaction prediction with 1.9M reactions from USPTO patents (1976-2016). The task is: Predict the product of the given reaction. (1) Given the reactants [F:1][C:2]1[CH:3]=[CH:4][C:5]([CH2:8][CH2:9][C:10]2[CH:15]=[CH:14][N:13]=[C:12]([O:16]C)[CH:11]=2)=[N:6][CH:7]=1.Cl, predict the reaction product. The product is: [F:1][C:2]1[CH:3]=[CH:4][C:5]([CH2:8][CH2:9][C:10]2[CH:15]=[CH:14][NH:13][C:12](=[O:16])[CH:11]=2)=[N:6][CH:7]=1. (2) Given the reactants [Cl:1][C:2]1[CH:3]=[C:4]([C:8]2[C:17]3[C:12](=[CH:13][CH:14]=[C:15]([C:18]([C:35]4[CH:36]=[N:37][C:38]([Cl:41])=[CH:39][CH:40]=4)([N:25]=CC4C=CC(OC)=CC=4)[C:19]4[N:20]([CH3:24])[CH:21]=[N:22][CH:23]=4)[CH:16]=3)[N:11]([CH2:42][CH:43]3[CH2:45][CH2:44]3)[C:10](=[O:46])[CH:9]=2)[CH:5]=[CH:6][CH:7]=1.Cl.C(=O)([O-])[O-].[K+].[K+].C(OCC)(=O)C, predict the reaction product. The product is: [NH2:25][C:18]([C:35]1[CH:36]=[N:37][C:38]([Cl:41])=[CH:39][CH:40]=1)([C:19]1[N:20]([CH3:24])[CH:21]=[N:22][CH:23]=1)[C:15]1[CH:16]=[C:17]2[C:12](=[CH:13][CH:14]=1)[N:11]([CH2:42][CH:43]1[CH2:44][CH2:45]1)[C:10](=[O:46])[CH:9]=[C:8]2[C:4]1[CH:5]=[CH:6][CH:7]=[C:2]([Cl:1])[CH:3]=1.